Task: Predict the reactants needed to synthesize the given product.. Dataset: Full USPTO retrosynthesis dataset with 1.9M reactions from patents (1976-2016) (1) Given the product [Cl:1][C:2]1[CH:3]=[C:4]([C:10]2([C:26]([F:28])([F:29])[F:27])[O:14][N:13]=[C:12]([C:15]3[S:19][C:18]([C:20]([NH:40][CH2:41][C:42](=[O:43])[NH:44][CH2:45][C:46]([F:49])([F:48])[F:47])=[O:22])=[C:17]4[CH2:23][CH2:24][CH2:25][C:16]=34)[CH2:11]2)[CH:5]=[C:6]([Cl:9])[C:7]=1[F:8], predict the reactants needed to synthesize it. The reactants are: [Cl:1][C:2]1[CH:3]=[C:4]([C:10]2([C:26]([F:29])([F:28])[F:27])[O:14][N:13]=[C:12]([C:15]3[S:19][C:18]([C:20]([OH:22])=O)=[C:17]4[CH2:23][CH2:24][CH2:25][C:16]=34)[CH2:11]2)[CH:5]=[C:6]([Cl:9])[C:7]=1[F:8].C(N(CC)C(C)C)(C)C.Cl.[NH2:40][CH2:41][C:42]([NH:44][CH2:45][C:46]([F:49])([F:48])[F:47])=[O:43].CN(C(ON1N=NC2C=CC=NC1=2)=[N+](C)C)C.F[P-](F)(F)(F)(F)F. (2) Given the product [CH3:1][O:2][C:3]1[C:4]([CH3:34])=[C:5]([C:25]([O:32][CH3:33])=[C:26]([O:30][CH3:31])[C:27]=1[O:28][CH3:29])[CH2:6][C:7]1[CH:8]=[CH:9][C:10]([C:48]2[CH:49]=[CH:50][C:45]([O:44][CH3:43])=[CH:46][CH:47]=2)=[C:11]([CH:16]=1)[C:12]([O:14][CH3:15])=[O:13], predict the reactants needed to synthesize it. The reactants are: [CH3:1][O:2][C:3]1[C:4]([CH3:34])=[C:5]([C:25]([O:32][CH3:33])=[C:26]([O:30][CH3:31])[C:27]=1[O:28][CH3:29])[CH2:6][C:7]1[CH:8]=[CH:9][C:10](OS(C(F)(F)F)(=O)=O)=[C:11]([CH:16]=1)[C:12]([O:14][CH3:15])=[O:13].C(=O)([O-])[O-].[Na+].[Na+].[Cl-].[Li+].[CH3:43][O:44][C:45]1[CH:50]=[CH:49][C:48](B(O)O)=[CH:47][CH:46]=1.